From a dataset of Full USPTO retrosynthesis dataset with 1.9M reactions from patents (1976-2016). Predict the reactants needed to synthesize the given product. (1) Given the product [Br:17][C:14]1[CH:13]=[N:12][C:11]([O:1][C:2]2[CH:3]=[C:4]([CH2:5][OH:6])[CH:7]=[CH:8][CH:9]=2)=[N:16][CH:15]=1, predict the reactants needed to synthesize it. The reactants are: [OH:1][C:2]1[CH:3]=[C:4]([CH:7]=[CH:8][CH:9]=1)[CH2:5][OH:6].Cl[C:11]1[N:16]=[CH:15][C:14]([Br:17])=[CH:13][N:12]=1.C(=O)([O-])[O-].[Cs+].[Cs+]. (2) The reactants are: [Cl:1][C:2]1[CH:7]=[CH:6][C:5]([C:8]2[C:13]([CH3:14])=[N:12][NH:11][C:10](=O)[C:9]=2[C:16]2[CH:21]=[CH:20][CH:19]=[C:18]([CH3:22])[N:17]=2)=[CH:4][CH:3]=1.P(Cl)(Cl)([Cl:25])=O. Given the product [Cl:25][C:10]1[N:11]=[N:12][C:13]([CH3:14])=[C:8]([C:5]2[CH:6]=[CH:7][C:2]([Cl:1])=[CH:3][CH:4]=2)[C:9]=1[C:16]1[CH:21]=[CH:20][CH:19]=[C:18]([CH3:22])[N:17]=1, predict the reactants needed to synthesize it. (3) Given the product [F:54][C:43]1[C:41]2[CH2:42][CH:38]([CH2:37][NH2:34])[O:39][C:40]=2[C:46]([C:47]2[CH:52]=[CH:51][CH:50]=[CH:49][C:48]=2[CH3:53])=[CH:45][CH:44]=1, predict the reactants needed to synthesize it. The reactants are: CC1C=CC(S(OCC2CC3C(F)=CC=C(C4C=CC=CC=4C)C=3O2)(=O)=O)=CC=1.[N-]=[N+]=[N-].[Na+].[N:34]([CH2:37][CH:38]1[CH2:42][C:41]2[C:43]([F:54])=[CH:44][CH:45]=[C:46]([C:47]3[CH:52]=[CH:51][CH:50]=[CH:49][C:48]=3[CH3:53])[C:40]=2[O:39]1)=[N+]=[N-].[N-]=[N+]=[N-]. (4) Given the product [CH3:29][O:30][N:31]([CH3:32])[C:13]([CH:10]1[CH2:11][CH2:12][N:8]([C:6]([O:5][C:1]([CH3:2])([CH3:3])[CH3:4])=[O:7])[CH2:9]1)=[O:15], predict the reactants needed to synthesize it. The reactants are: [C:1]([O:5][C:6]([N:8]1[CH2:12][CH2:11][CH:10]([C:13]([OH:15])=O)[CH2:9]1)=[O:7])([CH3:4])([CH3:3])[CH3:2].C(N1C=CN=C1)(N1C=CN=C1)=O.Cl.[CH3:29][O:30][NH:31][CH3:32].